This data is from Full USPTO retrosynthesis dataset with 1.9M reactions from patents (1976-2016). The task is: Predict the reactants needed to synthesize the given product. (1) Given the product [CH:1]1([C:4](=[N:9][N:10]([CH3:12])[CH3:11])[C:5](=[CH:15][N:16]([CH3:18])[CH3:17])[C:6](=[O:8])[CH3:7])[CH2:3][CH2:2]1, predict the reactants needed to synthesize it. The reactants are: [CH:1]1([C:4](=[N:9][N:10]([CH3:12])[CH3:11])[CH2:5][C:6](=[O:8])[CH3:7])[CH2:3][CH2:2]1.CO[CH:15](OC)[N:16]([CH3:18])[CH3:17]. (2) Given the product [Cl:1][C:2]1[N:3]=[C:4]2[CH:9]=[CH:8][C:7]([C:16]3[CH:17]=[N:12][CH:13]=[N:14][CH:15]=3)=[N:6][N:5]2[CH:11]=1, predict the reactants needed to synthesize it. The reactants are: [Cl:1][C:2]1[N:3]=[C:4]2[CH:9]=[CH:8][C:7](Cl)=[N:6][N:5]2[CH:11]=1.[N:12]1[CH:17]=[C:16](B(O)O)[CH:15]=[N:14][CH:13]=1.C(=O)([O-])[O-].[Na+].[Na+]. (3) Given the product [CH2:30]([O:29][C:27](=[O:28])[CH2:26][N:10]1[C:11]2([CH2:17][CH2:16][CH2:15][CH2:14][CH2:13]2)[N:12]=[C:8]([C:4]2[CH:5]=[CH:6][CH:7]=[C:2]([Cl:1])[CH:3]=2)[C:9]1=[O:18])[CH3:31], predict the reactants needed to synthesize it. The reactants are: [Cl:1][C:2]1[CH:3]=[C:4]([C:8]2[C:9](=[O:18])[NH:10][C:11]3([CH2:17][CH2:16][CH2:15][CH2:14][CH2:13]3)[N:12]=2)[CH:5]=[CH:6][CH:7]=1.C(=O)([O-])[O-].[K+].[K+].Br[CH2:26][C:27]([O:29][CH2:30][CH3:31])=[O:28]. (4) The reactants are: [C:1]([C:5]1[N:10]=[C:9]([N:11]2[CH2:16][CH2:15][N:14]([CH2:17][CH2:18][CH2:19]Cl)[CH2:13][CH2:12]2)[CH:8]=[C:7]([CH:21]2[CH2:24][CH2:23][CH2:22]2)[N:6]=1)([CH3:4])([CH3:3])[CH3:2].[CH3:25][N:26]1[C:30]([CH:31]2[CH2:33][CH2:32]2)=[N:29][N:28]=[C:27]1[SH:34].[I-].[K+].[C:37]([OH:44])(=[O:43])/[CH:38]=[CH:39]/[C:40]([OH:42])=[O:41]. Given the product [C:37]([OH:44])(=[O:43])/[CH:38]=[CH:39]/[C:40]([OH:42])=[O:41].[C:1]([C:5]1[N:10]=[C:9]([N:11]2[CH2:16][CH2:15][N:14]([CH2:17][CH2:18][CH2:19][S:34][C:27]3[N:26]([CH3:25])[C:30]([CH:31]4[CH2:33][CH2:32]4)=[N:29][N:28]=3)[CH2:13][CH2:12]2)[CH:8]=[C:7]([CH:21]2[CH2:24][CH2:23][CH2:22]2)[N:6]=1)([CH3:4])([CH3:3])[CH3:2], predict the reactants needed to synthesize it. (5) Given the product [OH:30][CH2:29][CH2:28][O:27][C:12]1[C:13]([C:21]2[CH:26]=[CH:25][CH:24]=[CH:23][CH:22]=2)=[N:14][C:15]2[C:20]([C:11]=1[C:9]([NH:8][N:7]([C:33]1[CH:34]=[CH:35][CH:36]=[CH:37][CH:38]=1)[C:5]([O:4][CH3:3])=[O:6])=[O:10])=[CH:19][CH:18]=[CH:17][CH:16]=2, predict the reactants needed to synthesize it. The reactants are: [BH4-].[Li+].[CH3:3][O:4][C:5]([N:7]([C:33]1[CH:38]=[CH:37][CH:36]=[CH:35][CH:34]=1)[NH:8][C:9]([C:11]1[C:20]2[C:15](=[CH:16][CH:17]=[CH:18][CH:19]=2)[N:14]=[C:13]([C:21]2[CH:26]=[CH:25][CH:24]=[CH:23][CH:22]=2)[C:12]=1[O:27][CH2:28][C:29](OC)=[O:30])=[O:10])=[O:6].[Cl-].[NH4+].CCOCC. (6) Given the product [O:16]1[CH2:20][CH2:19][O:18][CH:17]1[CH2:21][C:22]1([CH2:31][NH:32][C:9](=[O:10])[O:11][C:12]([CH3:13])([CH3:14])[CH3:15])[C:30]2[C:25](=[CH:26][CH:27]=[CH:28][CH:29]=2)[CH2:24][CH2:23]1, predict the reactants needed to synthesize it. The reactants are: [CH3:13][C:12]([O:11][C:9](O[C:9]([O:11][C:12]([CH3:15])([CH3:14])[CH3:13])=[O:10])=[O:10])([CH3:15])[CH3:14].[O:16]1[CH2:20][CH2:19][O:18][CH:17]1[CH2:21][C:22]1([CH2:31][NH2:32])[C:30]2[C:25](=[CH:26][CH:27]=[CH:28][CH:29]=2)[CH2:24][CH2:23]1.C(N(CC)CC)C. (7) Given the product [CH2:11]([O:10][C:5]1[CH:4]=[CH:3][C:2]([Br:1])=[CH:9][C:6]=1[CH:7]=[O:8])[C:12]1[CH:17]=[CH:16][CH:15]=[CH:14][CH:13]=1, predict the reactants needed to synthesize it. The reactants are: [Br:1][C:2]1[CH:3]=[CH:4][C:5]([OH:10])=[C:6]([CH:9]=1)[CH:7]=[O:8].[CH2:11](Br)[C:12]1[CH:17]=[CH:16][CH:15]=[CH:14][CH:13]=1.[I-].[K+].C(=O)([O-])[O-].[K+].[K+]. (8) The reactants are: [C:1]1([C:7]2[O:11][C:10]([SH:12])=[N:9][N:8]=2)[CH:6]=[CH:5][CH:4]=[CH:3][CH:2]=1.C(N(C(C)C)CC)(C)C.[CH2:22](Br)[C:23]1[CH:28]=[CH:27][CH:26]=[CH:25][CH:24]=1.[OH-].[Na+]. Given the product [CH2:22]([S:12][C:10]1[O:11][C:7]([C:1]2[CH:2]=[CH:3][CH:4]=[CH:5][CH:6]=2)=[N:8][N:9]=1)[C:23]1[CH:28]=[CH:27][CH:26]=[CH:25][CH:24]=1, predict the reactants needed to synthesize it.